Dataset: Peptide-MHC class II binding affinity with 134,281 pairs from IEDB. Task: Regression. Given a peptide amino acid sequence and an MHC pseudo amino acid sequence, predict their binding affinity value. This is MHC class II binding data. (1) The peptide sequence is VRFQEAANKQKQELD. The MHC is DRB1_0101 with pseudo-sequence DRB1_0101. The binding affinity (normalized) is 0.128. (2) The MHC is DRB1_1201 with pseudo-sequence DRB1_1201. The peptide sequence is GELQIQDKIDAAFKI. The binding affinity (normalized) is 0.475. (3) The peptide sequence is EGHLRFLKNIILPVY. The MHC is HLA-DQA10301-DQB10302 with pseudo-sequence HLA-DQA10301-DQB10302. The binding affinity (normalized) is 0.344. (4) The peptide sequence is KASTGGAYESYKFIPALEAA. The MHC is DRB3_0101 with pseudo-sequence DRB3_0101. The binding affinity (normalized) is 0.110. (5) The MHC is DRB1_0401 with pseudo-sequence DRB1_0401. The peptide sequence is MATRFMTDPHAMRDM. The binding affinity (normalized) is 0.247. (6) The binding affinity (normalized) is 0.401. The MHC is HLA-DQA10501-DQB10301 with pseudo-sequence HLA-DQA10501-DQB10301. The peptide sequence is VIPEGWKADTCYESK. (7) The peptide sequence is NGSAEVHRGAVPRRG. The MHC is DRB1_1302 with pseudo-sequence DRB1_1302. The binding affinity (normalized) is 0. (8) The peptide sequence is DREVVANVIGLSGDS. The MHC is DRB1_0405 with pseudo-sequence DRB1_0405. The binding affinity (normalized) is 0.105. (9) The peptide sequence is LTRADLSYPSHCCAFKNQKK. The MHC is DRB1_0302 with pseudo-sequence DRB1_0302. The binding affinity (normalized) is 0.